Task: Predict the product of the given reaction.. Dataset: Forward reaction prediction with 1.9M reactions from USPTO patents (1976-2016) Given the reactants [Cl:1][C:2]1[CH:7]=[CH:6][C:5]([NH:8][C:9](=[O:17])[C:10]2[CH:15]=[CH:14][CH:13]=[CH:12][C:11]=2[NH2:16])=[CH:4][CH:3]=1.[N:18]1[CH:23]=[CH:22][C:21]([N:24]2[CH2:32][CH2:31][CH:27]([C:28](Cl)=[O:29])[CH2:26][CH2:25]2)=[CH:20][CH:19]=1, predict the reaction product. The product is: [ClH:1].[N:18]1[CH:23]=[CH:22][C:21]([N:24]2[CH2:25][CH2:26][CH:27]([C:28]([NH:16][C:11]3[CH:12]=[CH:13][CH:14]=[CH:15][C:10]=3[C:9]([NH:8][C:5]3[CH:4]=[CH:3][C:2]([Cl:1])=[CH:7][CH:6]=3)=[O:17])=[O:29])[CH2:31][CH2:32]2)=[CH:20][CH:19]=1.